Dataset: NCI-60 drug combinations with 297,098 pairs across 59 cell lines. Task: Regression. Given two drug SMILES strings and cell line genomic features, predict the synergy score measuring deviation from expected non-interaction effect. Drug 1: C1=CC=C(C(=C1)C(C2=CC=C(C=C2)Cl)C(Cl)Cl)Cl. Drug 2: C(CCl)NC(=O)N(CCCl)N=O. Cell line: OVCAR-8. Synergy scores: CSS=3.98, Synergy_ZIP=-0.868, Synergy_Bliss=0.318, Synergy_Loewe=-0.947, Synergy_HSA=0.510.